This data is from Reaction yield outcomes from USPTO patents with 853,638 reactions. The task is: Predict the reaction yield, written as a fraction of the theoretical maximum amount of product (1.0 means a 100% yield; for example, 0.34 means a 34% yield). (1) The reactants are [CH2:1]1N2CN3CN(C2)CN1C3.[C:11](O)(C(F)(F)F)=[O:12].[Br:18][C:19]1[CH:24]=[CH:23][C:22]([OH:25])=[CH:21][CH:20]=1.OS(O)(=O)=O.[OH2:31]. No catalyst specified. The product is [CH:1]([C:23]1[CH:24]=[C:19]([Br:18])[CH:20]=[C:21]([CH:11]=[O:12])[C:22]=1[OH:25])=[O:31]. The yield is 0.600. (2) The catalyst is ClCCl.CCCCCCC. The reactants are OO.[Cl:3][C:4]1[N:5]=[N:6][C:7]([Cl:10])=[CH:8][CH:9]=1.C1(=O)OC(=[O:15])C=C1.C(O)(=O)/C=C/C.[OH-].[Na+]. The yield is 0.713. The product is [Cl:3][C:4]1[N:5]=[N+:6]([O-:15])[C:7]([Cl:10])=[CH:8][CH:9]=1. (3) The reactants are CS(O[CH:6]1[CH2:9][N:8]([C:10]2[S:11][CH:12]=[C:13]([C:15](=[O:36])[NH:16][CH:17]3[CH2:22][CH2:21][N:20]([C:23]([O:25][CH2:26][C:27]4[CH:32]=[CH:31][C:30]([N+:33]([O-:35])=[O:34])=[CH:29][CH:28]=4)=[O:24])[CH2:19][CH2:18]3)[N:14]=2)[CH2:7]1)(=O)=O.[C:37]([O-:40])(=[S:39])[CH3:38].[K+]. The catalyst is CN(C)C=O. The product is [C:37]([S:39][CH:6]1[CH2:7][N:8]([C:10]2[S:11][CH:12]=[C:13]([C:15](=[O:36])[NH:16][CH:17]3[CH2:22][CH2:21][N:20]([C:23]([O:25][CH2:26][C:27]4[CH:32]=[CH:31][C:30]([N+:33]([O-:35])=[O:34])=[CH:29][CH:28]=4)=[O:24])[CH2:19][CH2:18]3)[N:14]=2)[CH2:9]1)(=[O:40])[CH3:38]. The yield is 0.700. (4) The reactants are C([C:3]1[C:4]([Br:11])=[C:5]([OH:10])[CH:6]=[CH:7][C:8]=1[Cl:9])C.C(=O)([O-])[O-].[K+].[K+].Cl[CH:19]1[CH2:23][CH2:22][CH2:21][C:20]1=[O:24]. The catalyst is CC(C)=O. The product is [Br:11][C:4]1[CH:3]=[C:8]([Cl:9])[CH:7]=[CH:6][C:5]=1[O:10][CH:19]1[CH2:23][CH2:22][CH2:21][C:20]1=[O:24]. The yield is 0.710. (5) The reactants are CC(O)C.[Cl:5][C:6]1[CH:11]=[CH:10][C:9]([C@@H:12]([CH:17]([C:22]([O:24][CH3:25])=[O:23])[C:18](OC)=[O:19])[CH2:13][N+:14]([O-])=O)=[CH:8][CH:7]=1. The catalyst is [Fe].[Ni].O1CCCC1. The product is [Cl:5][C:6]1[CH:11]=[CH:10][C:9]([C@@H:12]2[CH2:13][NH:14][C:18](=[O:19])[C@H:17]2[C:22]([O:24][CH3:25])=[O:23])=[CH:8][CH:7]=1. The yield is 0.780. (6) The reactants are Br[C:2]1[CH:7]=[CH:6][C:5]([OH:8])=[C:4]([CH3:9])[CH:3]=1.[C:10]12[CH2:16][C:13]([CH2:14][CH2:15]1)=[CH:12][CH:11]=2.CN([CH:20]=[O:21])C.C(N([CH2:27][CH3:28])CC)C. The catalyst is C(OCC)(=O)C.C(O)=O. The product is [CH:10]12[CH2:16][CH:13]([CH:14]([C:2]3[CH:7]=[CH:6][C:5]([OH:8])=[C:4]([CH3:9])[CH:3]=3)[CH2:15]1)[CH2:12][CH:11]2[C:2]1[CH:3]=[CH:4][C:20]([OH:21])=[C:27]([CH3:28])[CH:7]=1. The yield is 0.430. (7) The reactants are Cl.Cl.[F:3][CH2:4][CH2:5][O:6][C:7]1[CH:8]=[C:9]([N:14]2[CH2:19][CH2:18][NH:17][CH2:16][CH2:15]2)[CH:10]=[CH:11][C:12]=1[Cl:13].[NH:20]1[CH:24]=[CH:23][N:22]=[C:21]1[C:25]1[C:33]2[C:28](=[N:29][CH:30]=[CH:31][CH:32]=2)[N:27]([CH2:34][C:35](O)=[O:36])[N:26]=1.CN(C(ON1N=NC2C=CC=CC1=2)=[N+](C)C)C.F[P-](F)(F)(F)(F)F.CCN(C(C)C)C(C)C. The catalyst is CCOC(C)=O.CN(C=O)C. The product is [NH:20]1[CH:24]=[CH:23][N:22]=[C:21]1[C:25]1[C:33]2[C:28](=[N:29][CH:30]=[CH:31][CH:32]=2)[N:27]([CH2:34][C:35]([N:17]2[CH2:18][CH2:19][N:14]([C:9]3[CH:10]=[CH:11][C:12]([Cl:13])=[C:7]([O:6][CH2:5][CH2:4][F:3])[CH:8]=3)[CH2:15][CH2:16]2)=[O:36])[N:26]=1. The yield is 0.200.